This data is from Forward reaction prediction with 1.9M reactions from USPTO patents (1976-2016). The task is: Predict the product of the given reaction. (1) Given the reactants [C:1]([C:5]1[CH:13]=[CH:12][C:8]([C:9](Cl)=[O:10])=[CH:7][CH:6]=1)([CH3:4])([CH3:3])[CH3:2].[S-:14][C:15]#[N:16].[NH4+].C(OCC)(=O)C, predict the reaction product. The product is: [C:1]([C:5]1[CH:13]=[CH:12][C:8]([C:9]([N:16]=[C:15]=[S:14])=[O:10])=[CH:7][CH:6]=1)([CH3:4])([CH3:3])[CH3:2]. (2) Given the reactants C[N:2](C(ON1N=NC2C=CC=NC1=2)=[N+](C)C)C.F[P-](F)(F)(F)(F)F.[C:25]([O:29][C:30]([N:32]1[CH2:37][CH2:36][CH2:35][CH2:34][C@@H:33]1[C:38]([OH:40])=O)=[O:31])([CH3:28])([CH3:27])[CH3:26].[Cl-].[NH4+].CCN(C(C)C)C(C)C, predict the reaction product. The product is: [NH2:2][C:38]([C@H:33]1[CH2:34][CH2:35][CH2:36][CH2:37][N:32]1[C:30]([O:29][C:25]([CH3:28])([CH3:27])[CH3:26])=[O:31])=[O:40].